This data is from NCI-60 drug combinations with 297,098 pairs across 59 cell lines. The task is: Regression. Given two drug SMILES strings and cell line genomic features, predict the synergy score measuring deviation from expected non-interaction effect. (1) Drug 1: C1CN1P(=S)(N2CC2)N3CC3. Drug 2: CCCCCOC(=O)NC1=NC(=O)N(C=C1F)C2C(C(C(O2)C)O)O. Cell line: T-47D. Synergy scores: CSS=3.53, Synergy_ZIP=1.06, Synergy_Bliss=4.34, Synergy_Loewe=-6.85, Synergy_HSA=-3.86. (2) Drug 1: C1CC(C1)(C(=O)O)C(=O)O.[NH2-].[NH2-].[Pt+2]. Drug 2: C1CNP(=O)(OC1)N(CCCl)CCCl. Cell line: SN12C. Synergy scores: CSS=3.21, Synergy_ZIP=-3.17, Synergy_Bliss=-1.89, Synergy_Loewe=-4.40, Synergy_HSA=-3.57. (3) Drug 1: C1CC(=O)NC(=O)C1N2CC3=C(C2=O)C=CC=C3N. Drug 2: CC1OCC2C(O1)C(C(C(O2)OC3C4COC(=O)C4C(C5=CC6=C(C=C35)OCO6)C7=CC(=C(C(=C7)OC)O)OC)O)O. Cell line: SK-MEL-5. Synergy scores: CSS=20.2, Synergy_ZIP=3.72, Synergy_Bliss=4.48, Synergy_Loewe=-17.6, Synergy_HSA=2.99. (4) Drug 1: C1CCC(CC1)NC(=O)N(CCCl)N=O. Drug 2: C(=O)(N)NO. Cell line: CCRF-CEM. Synergy scores: CSS=63.8, Synergy_ZIP=-4.88, Synergy_Bliss=2.47, Synergy_Loewe=-1.01, Synergy_HSA=5.34. (5) Drug 1: COC1=CC(=CC(=C1O)OC)C2C3C(COC3=O)C(C4=CC5=C(C=C24)OCO5)OC6C(C(C7C(O6)COC(O7)C8=CC=CS8)O)O. Drug 2: N.N.Cl[Pt+2]Cl. Cell line: PC-3. Synergy scores: CSS=14.8, Synergy_ZIP=-6.04, Synergy_Bliss=-2.67, Synergy_Loewe=-6.81, Synergy_HSA=-1.09. (6) Drug 1: CCN(CC)CCNC(=O)C1=C(NC(=C1C)C=C2C3=C(C=CC(=C3)F)NC2=O)C. Drug 2: C1=NNC2=C1C(=O)NC=N2. Cell line: CAKI-1. Synergy scores: CSS=23.6, Synergy_ZIP=-5.66, Synergy_Bliss=4.42, Synergy_Loewe=-38.5, Synergy_HSA=-0.0158. (7) Synergy scores: CSS=15.9, Synergy_ZIP=-6.61, Synergy_Bliss=-3.88, Synergy_Loewe=-3.85, Synergy_HSA=-1.99. Drug 1: CC1C(C(CC(O1)OC2CC(CC3=C2C(=C4C(=C3O)C(=O)C5=C(C4=O)C(=CC=C5)OC)O)(C(=O)CO)O)N)O.Cl. Drug 2: CCC1(C2=C(COC1=O)C(=O)N3CC4=CC5=C(C=CC(=C5CN(C)C)O)N=C4C3=C2)O.Cl. Cell line: HCC-2998.